Dataset: Full USPTO retrosynthesis dataset with 1.9M reactions from patents (1976-2016). Task: Predict the reactants needed to synthesize the given product. (1) Given the product [Br:15][CH2:2][C:3]1([CH3:13])[CH2:12][CH2:11][C:10]2[C:5](=[CH:6][CH:7]=[CH:8][CH:9]=2)[NH:4]1, predict the reactants needed to synthesize it. The reactants are: O[CH2:2][C:3]1([CH3:13])[CH2:12][CH2:11][C:10]2[C:5](=[CH:6][CH:7]=[CH:8][CH:9]=2)[NH:4]1.C(Br)(Br)(Br)[Br:15].C1C=CC(P(C2C=CC=CC=2)C2C=CC=CC=2)=CC=1. (2) Given the product [C:12]([O:11][C:9]([N:26]1[CH2:27][CH2:28][N:23]([C:20]2[C:19]([C:29]([F:32])([F:30])[F:31])=[CH:18][C:17]([Br:16])=[CH:22][N:21]=2)[CH2:24][CH2:25]1)=[O:10])([CH3:13])([CH3:14])[CH3:15], predict the reactants needed to synthesize it. The reactants are: [C:9](O[C:9]([O:11][C:12]([CH3:15])([CH3:14])[CH3:13])=[O:10])([O:11][C:12]([CH3:15])([CH3:14])[CH3:13])=[O:10].[Br:16][C:17]1[CH:18]=[C:19]([C:29]([F:32])([F:31])[F:30])[C:20]([N:23]2[CH2:28][CH2:27][NH:26][CH2:25][CH2:24]2)=[N:21][CH:22]=1.C(N(C(C)C)CC)(C)C. (3) Given the product [CH3:1][O:2][C:3]1[CH:8]=[CH:7][C:6]([CH:9]([OH:11])[CH3:10])=[CH:5][CH:4]=1, predict the reactants needed to synthesize it. The reactants are: [CH3:1][O:2][C:3]1[CH:8]=[CH:7][C:6]([C:9](=[O:11])[CH3:10])=[CH:5][CH:4]=1.C(=O)(O)[O-].[Na+]. (4) The reactants are: [CH3:1][O:2][C:3]1[CH:31]=[CH:30][C:6]([CH2:7][N:8]2[CH2:13][CH2:12][CH2:11][C:10]([O:19][C:20]3[CH:25]=[C:24]([F:26])[C:23]([F:27])=[C:22]([F:28])[CH:21]=3)(C(OCC)=O)[C:9]2=[O:29])=[CH:5][CH:4]=1.[OH-].[Na+].Cl. Given the product [CH3:1][O:2][C:3]1[CH:4]=[CH:5][C:6]([CH2:7][N:8]2[CH2:13][CH2:12][CH2:11][CH:10]([O:19][C:20]3[CH:21]=[C:22]([F:28])[C:23]([F:27])=[C:24]([F:26])[CH:25]=3)[C:9]2=[O:29])=[CH:30][CH:31]=1, predict the reactants needed to synthesize it. (5) Given the product [ClH:3].[CH3:19][O:17][C:16](=[O:18])[C@H:14]([CH3:15])[NH:13][CH:6]1[CH2:12][CH2:11][CH2:10][CH2:9][CH2:8][CH2:7]1, predict the reactants needed to synthesize it. The reactants are: O=S(Cl)[Cl:3].Cl.[CH:6]1([NH:13][C@H:14]([C:16]([OH:18])=[O:17])[CH3:15])[CH2:12][CH2:11][CH2:10][CH2:9][CH2:8][CH2:7]1.[CH3:19]O. (6) Given the product [CH2:28]([N:30]([CH2:31][CH3:32])[CH2:26][CH2:25][CH2:24][O:23][C:16]1[C:15]2[C:14]3[C:22]4=[C:10]([O:9][CH2:8][CH:7]([C:1]5[CH:2]=[CH:3][CH:4]=[CH:5][CH:6]=5)[N:21]4[C:20]=2[CH:19]=[CH:18][CH:17]=1)[CH:11]=[CH:12][CH:13]=3)[CH3:29], predict the reactants needed to synthesize it. The reactants are: [C:1]1([CH:7]2[N:21]3[C:22]4[C:14]([C:15]5[C:16]([O:23][CH2:24][CH2:25][CH2:26]Cl)=[CH:17][CH:18]=[CH:19][C:20]=53)=[CH:13][CH:12]=[CH:11][C:10]=4[O:9][CH2:8]2)[CH:6]=[CH:5][CH:4]=[CH:3][CH:2]=1.[CH2:28]([NH:30][CH2:31][CH3:32])[CH3:29].[I-].[Na+]. (7) Given the product [Cl:1][C:2]1[S:6][C:5]([C:7]([NH:9][CH2:10][C@@H:11]2[O:15][C:14](=[O:16])[N:13]([C:17]3[CH:18]=[CH:19][C:20]([N:23]4[CH2:28][CH2:27][O:26][CH:25]([CH2:29][CH2:30][CH2:31][O:32][C:34](=[O:40])[CH2:35][CH2:36][C:37]([OH:39])=[O:38])[C:24]4=[O:33])=[CH:21][CH:22]=3)[CH2:12]2)=[O:8])=[CH:4][CH:3]=1, predict the reactants needed to synthesize it. The reactants are: [Cl:1][C:2]1[S:6][C:5]([C:7]([NH:9][CH2:10][C@@H:11]2[O:15][C:14](=[O:16])[N:13]([C:17]3[CH:22]=[CH:21][C:20]([N:23]4[CH2:28][CH2:27][O:26][CH:25]([CH2:29][CH2:30][CH2:31][OH:32])[C:24]4=[O:33])=[CH:19][CH:18]=3)[CH2:12]2)=[O:8])=[CH:4][CH:3]=1.[C:34]1(=[O:40])[O:39][C:37](=[O:38])[CH2:36][CH2:35]1.N1C=CC=CC=1. (8) Given the product [CH3:11][N:12]([CH3:18])[CH2:13][CH2:14][CH2:15][C:16]1[NH:17][C:4](=[O:6])[C:3]2[C:2]([CH:1]=1)=[CH:10][CH:9]=[CH:8][CH:7]=2, predict the reactants needed to synthesize it. The reactants are: [CH3:1][C:2]1[CH:10]=[CH:9][CH:8]=[CH:7][C:3]=1[C:4]([OH:6])=O.[CH3:11][N:12]([CH3:18])[CH2:13][CH2:14][CH2:15][C:16]#[N:17].